This data is from Kir2.1 potassium channel HTS with 301,493 compounds. The task is: Binary Classification. Given a drug SMILES string, predict its activity (active/inactive) in a high-throughput screening assay against a specified biological target. (1) The molecule is s1c2c(CCC2)c(c1NC(=O)c1cc(ccc1)C)C(O)=O. The result is 0 (inactive). (2) The drug is O1C(OCCCCO)CC(C(C)(C)C)C=C1C(O)=O. The result is 0 (inactive). (3) The drug is O=C(N1CCCCC1)Cn1c2c(c(c1)C(=O)C(=O)Nc1ccc(cc1)C(=O)C)cccc2. The result is 0 (inactive). (4) The molecule is Brc1oc(C(=O)Nc2cc(CC)ccc2)cc1. The result is 0 (inactive). (5) The drug is O1C=2CC(CC(=O)C2C(C(=C1N)C#N)c1c(OC)cc(OC)c(OC)c1)(C)C. The result is 0 (inactive). (6) The drug is O(C(=O)C1CN(CCC1)Cc1cc2OCOc2cc1)CC. The result is 0 (inactive). (7) The drug is s1c(/C=C2\C(NC(C(=O)C2=O)(C)C)(C)C)ccc1. The result is 0 (inactive). (8) The drug is Clc1c(CN2CCN(C2=O)CC(=O)NCc2ncccc2)cccc1. The result is 0 (inactive). (9) The drug is s1c(C(=O)N(C(C(=O)NCC2OCCC2)c2ccccc2)c2ccc(F)cc2)c(nc1C)C. The result is 0 (inactive). (10) The compound is Clc1c(ncc(c1)C(F)(F)F)c1cnc(nc1)N. The result is 0 (inactive).